Dataset: Forward reaction prediction with 1.9M reactions from USPTO patents (1976-2016). Task: Predict the product of the given reaction. (1) Given the reactants [CH2:1]([C:3]1[CH:8]=[CH:7][C:6]([CH:9]2[CH2:14][N:13]([C:15]([O:17]C3C=CC([N+]([O-])=O)=CC=3)=O)[CH2:12][CH:11]([C:27]([O:29][CH3:30])=[O:28])[CH2:10]2)=[CH:5][CH:4]=1)[CH3:2].[NH:31]1[CH2:36][CH2:35][CH:34]([C:37]#[N:38])[CH2:33][CH2:32]1.C(=O)([O-])[O-].[K+].[K+], predict the reaction product. The product is: [C:37]([CH:34]1[CH2:35][CH2:36][N:31]([C:15]([N:13]2[CH2:14][CH:9]([C:6]3[CH:5]=[CH:4][C:3]([CH2:1][CH3:2])=[CH:8][CH:7]=3)[CH2:10][CH:11]([C:27]([O:29][CH3:30])=[O:28])[CH2:12]2)=[O:17])[CH2:32][CH2:33]1)#[N:38]. (2) Given the reactants [NH2:1][C@@H:2]1[C@H:6]2[O:7][CH2:8][C@@H:9]([O:10][S:11]([C:14]3[CH:19]=[CH:18][C:17]([CH3:20])=[CH:16][CH:15]=3)(=[O:13])=[O:12])[C@H:5]2[O:4][CH2:3]1.C(N(CC)CC)C.[CH:28]1([N:34]=[C:35]=[O:36])[CH2:33][CH2:32][CH2:31][CH2:30][CH2:29]1, predict the reaction product. The product is: [CH:28]1([NH:34][C:35](=[O:36])[NH:1][C@@H:2]2[C@H:6]3[O:7][CH2:8][C@@H:9]([O:10][S:11]([C:14]4[CH:19]=[CH:18][C:17]([CH3:20])=[CH:16][CH:15]=4)(=[O:13])=[O:12])[C@H:5]3[O:4][CH2:3]2)[CH2:33][CH2:32][CH2:31][CH2:30][CH2:29]1. (3) Given the reactants [OH:1][CH2:2][C:3]1[CH:8]=[C:7]([N:9]2[CH2:14][CH2:13][O:12][CH2:11][C@@H:10]2[CH3:15])[N:6]=[C:5]([C:16]2[CH:21]=[CH:20][C:19]([NH:22][C:23]([NH:25][CH3:26])=[O:24])=[CH:18][CH:17]=2)[N:4]=1.C(N(CC)CC)C.[CH3:34][S:35](Cl)(=[O:37])=[O:36], predict the reaction product. The product is: [CH3:26][NH:25][C:23](=[O:24])[NH:22][C:19]1[CH:20]=[CH:21][C:16]([C:5]2[N:6]=[C:7]([N:9]3[CH2:14][CH2:13][O:12][CH2:11][C@@H:10]3[CH3:15])[CH:8]=[C:3]([CH2:2][O:1][S:35]([CH3:34])(=[O:37])=[O:36])[N:4]=2)=[CH:17][CH:18]=1.